This data is from Forward reaction prediction with 1.9M reactions from USPTO patents (1976-2016). The task is: Predict the product of the given reaction. (1) Given the reactants Cl[C:2]1[C:3]([NH2:9])=[N:4][CH:5]=[N:6][C:7]=1Cl.[C:10]1([NH2:17])[CH:15]=[CH:14][CH:13]=[C:12]([NH2:16])[CH:11]=1.[CH2:18]([N:25]1[CH:29]=[C:28](B2OC(C)(C)C(C)(C)O2)[CH:27]=[N:26]1)[C:19]1[CH:24]=[CH:23][CH:22]=[CH:21][CH:20]=1.[C:39](Cl)(=[O:42])[CH:40]=[CH2:41], predict the reaction product. The product is: [NH2:9][C:3]1[N:4]=[CH:5][N:6]=[C:7]([NH:16][C:12]2[CH:11]=[C:10]([NH:17][C:39](=[O:42])[CH:40]=[CH2:41])[CH:15]=[CH:14][CH:13]=2)[C:2]=1[C:28]1[CH:27]=[N:26][N:25]([CH2:18][C:19]2[CH:24]=[CH:23][CH:22]=[CH:21][CH:20]=2)[CH:29]=1. (2) Given the reactants [NH:1]1[C:10]2[C:5](=[CH:6][CH:7]=[CH:8][CH:9]=2)[CH2:4][CH2:3][CH2:2]1.[C:11]([O:16][CH2:17][CH2:18]Br)(=[O:15])[C:12]([CH3:14])=[O:13], predict the reaction product. The product is: [CH2:17]([O:16][C:11](=[O:15])[C:12](=[O:13])[CH2:14][N:1]1[C:10]2[C:5](=[CH:6][CH:7]=[CH:8][CH:9]=2)[CH2:4][CH2:3][CH2:2]1)[CH3:18].[CH:11]1[C:9]2=[C:10]3[C:5](=[CH:6][CH:7]=[CH:8]2)[CH2:4][CH2:3][CH2:2][N:1]3[CH:12]=1. (3) Given the reactants [C:1]([O:5][C:6](=[O:37])[NH:7][C@H:8]1[CH2:13][CH2:12][C@H:11]([C:14]2[CH2:15][N:16](CC3C=CC=CC=3)[C:17]3[CH:18]=[N:19][C:20]4[C:25]([C:26]=3[CH:27]=2)=[N:24][C:23]([O:28][CH3:29])=[CH:22][CH:21]=4)[CH2:10][CH2:9]1)([CH3:4])([CH3:3])[CH3:2], predict the reaction product. The product is: [C:1]([O:5][C:6](=[O:37])[NH:7][C@H:8]1[CH2:9][CH2:10][C@H:11]([CH:14]2[CH2:27][C:26]3[C:25]4[C:20](=[CH:21][CH:22]=[C:23]([O:28][CH3:29])[N:24]=4)[N:19]=[CH:18][C:17]=3[NH:16][CH2:15]2)[CH2:12][CH2:13]1)([CH3:4])([CH3:3])[CH3:2]. (4) Given the reactants [NH2:1][C:2]1[CH:7]=[CH:6][NH:5][C:4](=[S:8])[N:3]=1.Cl[CH2:10][C:11]([CH3:18])([CH3:17])[C:12]([O:14][CH2:15][CH3:16])=[O:13].C(=O)([O-])[O-].[K+].[K+].CN(C)C=O, predict the reaction product. The product is: [NH2:1][C:2]1[CH:7]=[CH:6][N:5]=[C:4]([S:8][CH2:10][C:11]([CH3:18])([CH3:17])[C:12]([O:14][CH2:15][CH3:16])=[O:13])[N:3]=1. (5) Given the reactants [C:1]([O:7][C:8]([CH3:11])([CH3:10])[CH3:9])(=[O:6])[CH2:2][C:3]([CH3:5])=O.[F:12][C:13]1[CH:20]=[CH:19][C:16]([CH:17]=O)=[CH:15][CH:14]=1.[NH4+:21].[OH-:22], predict the reaction product. The product is: [F:12][C:13]1[CH:20]=[CH:19][C:16]([CH:17]2[C:2]([C:1]([O:7][C:8]([CH3:11])([CH3:10])[CH3:9])=[O:6])=[C:3]([CH3:5])[NH:21][C:3]([CH3:5])=[C:2]2[C:1]([O:7][C:8]([CH3:11])([CH3:10])[CH3:9])=[O:22])=[CH:15][CH:14]=1. (6) Given the reactants [OH:1][C:2]1[CH:7]=[CH:6][CH:5]=[CH:4][C:3]=1[C:8](=[O:17])[CH2:9][C:10]([O:12][C:13]([CH3:16])([CH3:15])[CH3:14])=[O:11].[CH:18](=O)[C:19]1[CH:24]=[CH:23][CH:22]=[CH:21][CH:20]=1, predict the reaction product. The product is: [OH:1][C:2]1[CH:7]=[CH:6][CH:5]=[CH:4][C:3]=1[C:8](/[C:9](=[CH:18]\[C:19]1[CH:24]=[CH:23][CH:22]=[CH:21][CH:20]=1)/[C:10]([O:12][C:13]([CH3:14])([CH3:16])[CH3:15])=[O:11])=[O:17]. (7) Given the reactants [Br:1][C:2]1[CH:14]=[CH:13][C:5]([O:6][C:7]([CH3:12])([CH3:11])[C:8](Cl)=[O:9])=[CH:4][CH:3]=1.[CH3:15][OH:16].CCN(CC)CC, predict the reaction product. The product is: [CH3:15][O:16][C:8](=[O:9])[C:7]([O:6][C:5]1[CH:13]=[CH:14][C:2]([Br:1])=[CH:3][CH:4]=1)([CH3:12])[CH3:11]. (8) Given the reactants C1(S([N:10]2[C:14]3=[N:15][CH:16]=[CH:17][CH:18]=[C:13]3[C:12]([N:19]3[CH2:24][CH2:23][N:22]([C:25]([O:27][C:28]([CH3:31])([CH3:30])[CH3:29])=[O:26])[CH2:21][CH2:20]3)=[CH:11]2)(=O)=O)C=CC=CC=1.[OH-].[Na+].CO, predict the reaction product. The product is: [NH:10]1[C:14]2=[N:15][CH:16]=[CH:17][CH:18]=[C:13]2[C:12]([N:19]2[CH2:24][CH2:23][N:22]([C:25]([O:27][C:28]([CH3:31])([CH3:30])[CH3:29])=[O:26])[CH2:21][CH2:20]2)=[CH:11]1.